From a dataset of Full USPTO retrosynthesis dataset with 1.9M reactions from patents (1976-2016). Predict the reactants needed to synthesize the given product. Given the product [Cl:10][C:11]1[CH:12]=[N:13][CH:14]=[C:15]([Cl:19])[C:16]=1[C:17]1[N:9]=[C:6]2[CH:5]=[CH:4][C:3]([O:2][CH3:1])=[CH:8][N:7]2[C:21]=1[NH:20][C:22]1[CH:31]=[CH:30][C:25]2[O:26][CH2:27][CH2:28][O:29][C:24]=2[CH:23]=1, predict the reactants needed to synthesize it. The reactants are: [CH3:1][O:2][C:3]1[CH:4]=[CH:5][C:6]([NH2:9])=[N:7][CH:8]=1.[Cl:10][C:11]1[CH:12]=[N:13][CH:14]=[C:15]([Cl:19])[C:16]=1[CH:17]=O.[N+:20]([C:22]1[CH:31]=[CH:30][C:25]2[O:26][CH2:27][CH2:28][O:29][C:24]=2[CH:23]=1)#[C-:21].